This data is from Forward reaction prediction with 1.9M reactions from USPTO patents (1976-2016). The task is: Predict the product of the given reaction. (1) Given the reactants [Br:1][C:2]1[CH:3]=[C:4]2[C:9](=[CH:10][CH:11]=1)[N:8]=[CH:7][C:6]([NH2:12])=[C:5]2[NH:13][CH3:14].[CH2:15](OC(OCC)OCC)C, predict the reaction product. The product is: [Br:1][C:2]1[CH:11]=[CH:10][C:9]2[N:8]=[CH:7][C:6]3[N:12]=[CH:14][N:13]([CH3:15])[C:5]=3[C:4]=2[CH:3]=1. (2) Given the reactants [NH2:1][C:2]1[CH:3]=[C:4]([CH:16]=[CH:17][C:18]=1[NH2:19])[C:5]([NH:7][C:8]1[CH:13]=[CH:12][C:11]([CH3:14])=[C:10]([CH3:15])[CH:9]=1)=[O:6].[CH3:20][C:21]1[C:28]([CH3:29])=[CH:27][CH:26]=[CH:25][C:22]=1[CH:23]=O.C(S([O-])(=O)=O)(F)(F)F.C(S([O-])(=O)=O)(F)(F)F.C(S([O-])(=O)=O)(F)(F)F.[Yb+3], predict the reaction product. The product is: [CH3:15][C:10]1[CH:9]=[C:8]([NH:7][C:5]([C:4]2[CH:16]=[CH:17][C:18]3[N:19]=[C:23]([C:22]4[CH:25]=[CH:26][CH:27]=[C:28]([CH3:29])[C:21]=4[CH3:20])[NH:1][C:2]=3[CH:3]=2)=[O:6])[CH:13]=[CH:12][C:11]=1[CH3:14]. (3) The product is: [OH:1][C@@H:2]1[C@H:6]([OH:7])[C@@H:5]([CH2:8][O:9][S:10](=[O:13])(=[O:12])[NH2:11])[CH2:4][C@H:3]1[NH:14][C:15]1[N:20]2[N:21]=[C:22]([C:24]3[CH:33]=[CH:32][CH:31]=[C:30]4[C:25]=3[CH:26]=[CH:27][C:28]([C:34]([OH:36])=[O:35])=[CH:29]4)[CH:23]=[C:19]2[N:18]=[CH:17][CH:16]=1. Given the reactants [OH:1][C@@H:2]1[C@H:6]([OH:7])[C@@H:5]([CH2:8][O:9][S:10](=[O:13])(=[O:12])[NH2:11])[CH2:4][C@H:3]1[NH:14][C:15]1[N:20]2[N:21]=[C:22]([C:24]3[CH:33]=[CH:32][CH:31]=[C:30]4[C:25]=3[CH:26]=[CH:27][C:28]([C:34]([O:36]C)=[O:35])=[CH:29]4)[CH:23]=[C:19]2[N:18]=[CH:17][CH:16]=1.CN(C=O)C.[OH-].[Na+], predict the reaction product. (4) Given the reactants [Cl:1][CH2:2][CH2:3][CH2:4][CH2:5][C@H:6]([OH:8])[CH3:7].[C:9](=O)([O-])[O-].[K+].[K+].IC.[H-].[Na+], predict the reaction product. The product is: [Cl:1][CH2:2][CH2:3][CH2:4][CH2:5][C@H:6]([O:8][CH3:9])[CH3:7]. (5) Given the reactants Br[C:2]1[C:3]2[N:4]([N:8]=[C:9]([Cl:11])[N:10]=2)[CH:5]=[CH:6][CH:7]=1.[NH2:12][CH2:13][C:14]1[C:15]([N:20]([CH3:25])[S:21]([CH3:24])(=[O:23])=[O:22])=[N:16][CH:17]=[CH:18][CH:19]=1, predict the reaction product. The product is: [Cl:11][C:9]1[N:10]=[C:3]2[C:2]([NH:12][CH2:13][C:14]3[C:15]([N:20]([CH3:25])[S:21]([CH3:24])(=[O:23])=[O:22])=[N:16][CH:17]=[CH:18][CH:19]=3)=[CH:7][CH:6]=[CH:5][N:4]2[N:8]=1.